From a dataset of TCR-epitope binding with 47,182 pairs between 192 epitopes and 23,139 TCRs. Binary Classification. Given a T-cell receptor sequence (or CDR3 region) and an epitope sequence, predict whether binding occurs between them. The epitope is TLIGDCATV. The TCR CDR3 sequence is CASSLISDEQFF. Result: 0 (the TCR does not bind to the epitope).